This data is from Aqueous solubility values for 9,982 compounds from the AqSolDB database. The task is: Regression/Classification. Given a drug SMILES string, predict its absorption, distribution, metabolism, or excretion properties. Task type varies by dataset: regression for continuous measurements (e.g., permeability, clearance, half-life) or binary classification for categorical outcomes (e.g., BBB penetration, CYP inhibition). For this dataset (solubility_aqsoldb), we predict Y. (1) The drug is CC(=NC#N)N(C)Cc1ccc(Cl)nc1. The Y is -1.72 log mol/L. (2) The compound is O=[N+]([O-])[O-].O=[N+]([O-])[O-].O=[N+]([O-])[O-].[Y+3]. The Y is 0.545 log mol/L. (3) The drug is CCCCCCCCOC(N)=O. The Y is -3.30 log mol/L.